The task is: Predict the reactants needed to synthesize the given product.. This data is from Full USPTO retrosynthesis dataset with 1.9M reactions from patents (1976-2016). (1) Given the product [CH:1]([C:4]1[C:12]2[C:7](=[CH:8][CH:9]=[C:10]([O:13][C:14]3[C:21]([Cl:22])=[CH:20][C:17]([CH2:18][C:24]#[N:25])=[CH:16][C:15]=3[Cl:23])[CH:11]=2)[NH:6][CH:5]=1)([CH3:3])[CH3:2], predict the reactants needed to synthesize it. The reactants are: [CH:1]([C:4]1[C:12]2[C:7](=[CH:8][CH:9]=[C:10]([O:13][C:14]3[C:21]([Cl:22])=[CH:20][C:17]([CH2:18]Br)=[CH:16][C:15]=3[Cl:23])[CH:11]=2)[NH:6][CH:5]=1)([CH3:3])[CH3:2].[C-:24]#[N:25].[Na+].C1(C)C=CC=CC=1. (2) Given the product [CH3:26][S:23]([O:15][CH2:14][CH2:13][CH2:12][CH2:11][CH2:10][CH2:9][O:8][Si:1]([C:4]([CH3:6])([CH3:7])[CH3:5])([CH3:3])[CH3:2])(=[O:25])=[O:24], predict the reactants needed to synthesize it. The reactants are: [Si:1]([O:8][CH2:9][CH2:10][CH2:11][CH2:12][CH2:13][CH2:14][OH:15])([C:4]([CH3:7])([CH3:6])[CH3:5])([CH3:3])[CH3:2].C(N(CC)CC)C.[S:23](Cl)([CH3:26])(=[O:25])=[O:24].O.